The task is: Predict the product of the given reaction.. This data is from Forward reaction prediction with 1.9M reactions from USPTO patents (1976-2016). (1) Given the reactants [CH2:1]([Cl:8])[C:2]1[CH:7]=[CH:6][CH:5]=[CH:4][CH:3]=1.[CH3:9][C:10]1([CH3:34])[CH:14]([N:15]2[CH2:20][CH2:19][CH2:18][CH2:17][CH2:16]2)[C:13]2[C:21]([CH3:33])=[C:22]([N:27]3[CH2:32][CH2:31][NH:30][CH2:29][CH2:28]3)[C:23]([CH3:26])=[C:24]([CH3:25])[C:12]=2[O:11]1.[ClH:35], predict the reaction product. The product is: [ClH:8].[ClH:35].[CH2:1]([N:30]1[CH2:31][CH2:32][N:27]([C:22]2[C:23]([CH3:26])=[C:24]([CH3:25])[C:12]3[O:11][C:10]([CH3:34])([CH3:9])[CH:14]([N:15]4[CH2:16][CH2:17][CH2:18][CH2:19][CH2:20]4)[C:13]=3[C:21]=2[CH3:33])[CH2:28][CH2:29]1)[C:2]1[CH:7]=[CH:6][CH:5]=[CH:4][CH:3]=1. (2) Given the reactants [CH2:1]1[N:9]2[CH:4]([NH:5][S:6](=[O:16])(=[O:15])[C:7]3[CH:13]=[C:12]([OH:14])[CH:11]=[CH:10][C:8]=32)[CH2:3][CH2:2]1.[CH3:17][N:18]([CH2:23][C:24]1[CH:29]=[CH:28][C:27](B(O)O)=[CH:26][CH:25]=1)[S:19]([CH3:22])(=[O:21])=[O:20].N1C=CC=CC=1, predict the reaction product. The product is: [O:16]=[S:6]1(=[O:15])[C:7]2[CH:13]=[C:12]([O:14][C:27]3[CH:28]=[CH:29][C:24]([CH2:23][N:18]([CH3:17])[S:19]([CH3:22])(=[O:20])=[O:21])=[CH:25][CH:26]=3)[CH:11]=[CH:10][C:8]=2[N:9]2[CH2:1][CH2:2][CH2:3][CH:4]2[NH:5]1. (3) Given the reactants O=S(Cl)Cl.[CH2:5]([O:7][C:8](=[O:23])[CH:9]([NH:19][C:20](=[O:22])[CH3:21])[C:10]([C:12]1[CH:17]=[CH:16][CH:15]=[C:14]([F:18])[CH:13]=1)=O)[CH3:6].C([O-])([O-])=O.[K+].[K+], predict the reaction product. The product is: [CH2:5]([O:7][C:8]([C:9]1[N:19]=[C:20]([CH3:21])[O:22][C:10]=1[C:12]1[CH:17]=[CH:16][CH:15]=[C:14]([F:18])[CH:13]=1)=[O:23])[CH3:6].